Dataset: Catalyst prediction with 721,799 reactions and 888 catalyst types from USPTO. Task: Predict which catalyst facilitates the given reaction. (1) Reactant: [OH:1][CH2:2][C:3]([NH:28]C(=O)C)([CH2:26][OH:27])[CH2:4][CH:5]([OH:25])[C:6]1[CH:11]=[CH:10][C:9]([O:12][C:13]2[CH:18]=[CH:17][C:16]([C:19]3[N:24]=[CH:23][CH:22]=[CH:21][N:20]=3)=[CH:15][CH:14]=2)=[CH:8][CH:7]=1.[OH-].[Na+]. Product: [NH2:28][C:3]([CH2:26][OH:27])([CH2:2][OH:1])[CH2:4][CH:5]([C:6]1[CH:7]=[CH:8][C:9]([O:12][C:13]2[CH:18]=[CH:17][C:16]([C:19]3[N:20]=[CH:21][CH:22]=[CH:23][N:24]=3)=[CH:15][CH:14]=2)=[CH:10][CH:11]=1)[OH:25]. The catalyst class is: 5. (2) Reactant: [I:1][C:2]1[CH:3]=[C:4]2[C:8](=[CH:9][CH:10]=1)[NH:7][C:6](=[O:11])[C:5]2=O.[CH3:13][C:14]1[CH:23]=[CH:22][C:17]([C:18]([NH:20][NH2:21])=[O:19])=[CH:16][CH:15]=1. Product: [I:1][C:2]1[CH:3]=[C:4]2[C:8](=[CH:9][CH:10]=1)[NH:7][C:6](=[O:11])[C:5]2=[N:21][NH:20][C:18](=[O:19])[C:17]1[CH:22]=[CH:23][C:14]([CH3:13])=[CH:15][CH:16]=1. The catalyst class is: 15.